The task is: Predict the reactants needed to synthesize the given product.. This data is from Full USPTO retrosynthesis dataset with 1.9M reactions from patents (1976-2016). (1) Given the product [NH:8]1[C:16]2[C:11](=[CH:12][CH:13]=[CH:14][CH:15]=2)[C:10]([CH2:17][CH:18]([N:20]([CH3:33])[S:21]([C:24]2[C:25]([CH3:32])=[CH:26][C:27]([CH3:31])=[CH:28][C:29]=2[CH3:30])(=[O:22])=[O:23])[CH3:19])=[CH:9]1, predict the reactants needed to synthesize it. The reactants are: C(OC([N:8]1[C:16]2[C:11](=[CH:12][CH:13]=[CH:14][CH:15]=2)[C:10]([CH2:17][CH:18]([N:20]([CH3:33])[S:21]([C:24]2[C:29]([CH3:30])=[CH:28][C:27]([CH3:31])=[CH:26][C:25]=2[CH3:32])(=[O:23])=[O:22])[CH3:19])=[CH:9]1)=O)(C)(C)C. (2) Given the product [C:1]([O:4][C:5]1[C:6]([CH3:19])=[C:7]2[C:12](=[C:13]([CH3:16])[C:14]=1[CH3:15])[O:11][C:10]([CH3:18])([CH3:17])[CH:9]=[CH:8]2)(=[O:3])[CH3:2], predict the reactants needed to synthesize it. The reactants are: [C:1]([O:4][C:5]1[C:6]([CH3:19])=[C:7]2[C:12](=[C:13]([CH3:16])[C:14]=1[CH3:15])[O:11][C:10]([CH3:18])([CH3:17])[CH2:9][CH2:8]2)(=[O:3])[CH3:2].ClC1C(=O)C(C#N)=C(C#N)C(=O)C=1Cl. (3) Given the product [F:30][C:31]1[CH:39]=[CH:38][C:34]([C:35]([NH:1][C:2]2[S:3][CH:4]=[C:5]([C:7]([NH:9][CH:10]3[CH2:11][CH2:12][N:13]([C:16]([O:18][C:19]([CH3:22])([CH3:21])[CH3:20])=[O:17])[CH2:14][CH2:15]3)=[O:8])[N:6]=2)=[O:36])=[CH:33][CH:32]=1, predict the reactants needed to synthesize it. The reactants are: [NH2:1][C:2]1[S:3][CH:4]=[C:5]([C:7]([NH:9][CH:10]2[CH2:15][CH2:14][N:13]([C:16]([O:18][C:19]([CH3:22])([CH3:21])[CH3:20])=[O:17])[CH2:12][CH2:11]2)=[O:8])[N:6]=1.C(N(CC)CC)C.[F:30][C:31]1[CH:39]=[CH:38][C:34]([C:35](Cl)=[O:36])=[CH:33][CH:32]=1. (4) Given the product [CH2:1]([O:3][C:4]1[N:8]=[C:7]([CH:9]2[CH2:14][CH:13]([C:15]3[CH:16]=[CH:17][C:18]([O:21][C:22]([F:24])([F:25])[F:23])=[CH:19][CH:20]=3)[CH2:12][N:11]([C:26]([N:28]3[CH2:33][CH2:32][S:31](=[O:42])[CH2:30][CH2:29]3)=[O:27])[CH2:10]2)[O:6][N:5]=1)[CH3:2], predict the reactants needed to synthesize it. The reactants are: [CH2:1]([O:3][C:4]1[N:8]=[C:7]([CH:9]2[CH2:14][CH:13]([C:15]3[CH:20]=[CH:19][C:18]([O:21][C:22]([F:25])([F:24])[F:23])=[CH:17][CH:16]=3)[CH2:12][N:11]([C:26]([N:28]3[CH2:33][CH2:32][S:31][CH2:30][CH2:29]3)=[O:27])[CH2:10]2)[O:6][N:5]=1)[CH3:2].ClC1C=CC=C(C(OO)=[O:42])C=1. (5) Given the product [F:1][C:2]([F:14])([F:15])[C:3]1[CH:4]=[C:5]([CH2:9][CH2:10][CH2:11][OH:12])[CH:6]=[CH:7][CH:8]=1, predict the reactants needed to synthesize it. The reactants are: [F:1][C:2]([F:15])([F:14])[C:3]1[CH:4]=[C:5]([CH2:9][CH2:10][C:11](O)=[O:12])[CH:6]=[CH:7][CH:8]=1.CSC.B.Cl.